From a dataset of Forward reaction prediction with 1.9M reactions from USPTO patents (1976-2016). Predict the product of the given reaction. (1) Given the reactants C[O:2][C:3]([C@H:5]1[NH:23][C:22](=[O:24])[C@H:21]([CH:25]([CH3:27])[CH3:26])[NH:20][C:19](=[O:28])[C@@H:18]([NH:29][S:30]([C:33]2[CH:38]=[CH:37][C:36]([F:39])=[CH:35][CH:34]=2)(=[O:32])=[O:31])[CH2:17][C:16]2=[CH:40][CH:41]=[C:13]([CH:14]=[CH:15]2)[O:12][CH2:11][CH2:10][CH2:9][CH2:8][S:7][CH2:6]1)=O.CC(C[AlH]CC(C)C)C.CCOC(C)=O, predict the reaction product. The product is: [F:39][C:36]1[CH:35]=[CH:34][C:33]([S:30]([NH:29][C@H:18]2[CH2:17][C:16]3=[CH:40][CH:41]=[C:13]([CH:14]=[CH:15]3)[O:12][CH2:11][CH2:10][CH2:9][CH2:8][S:7][CH2:6][C@@H:5]([CH:3]=[O:2])[NH:23][C:22](=[O:24])[C@H:21]([CH:25]([CH3:26])[CH3:27])[NH:20][C:19]2=[O:28])(=[O:31])=[O:32])=[CH:38][CH:37]=1. (2) The product is: [CH3:12][O:13][C:14]([C:16]1[N:17]=[CH:18][N:19]([C:2]2[CH:7]=[CH:6][C:5]([S:8]([CH3:11])(=[O:10])=[O:9])=[CH:4][CH:3]=2)[CH:20]=1)=[O:15]. Given the reactants F[C:2]1[CH:7]=[CH:6][C:5]([S:8]([CH3:11])(=[O:10])=[O:9])=[CH:4][CH:3]=1.[CH3:12][O:13][C:14]([C:16]1[N:17]=[CH:18][NH:19][CH:20]=1)=[O:15], predict the reaction product. (3) Given the reactants C([O:8][CH2:9][CH2:10][O:11][CH2:12][CH2:13][O:14][CH2:15][CH2:16][S:17]([C:20]1[CH:25]=[CH:24][C:23]([N+:26]([O-])=O)=[CH:22][C:21]=1[O:29][CH3:30])(=[O:19])=[O:18])C1C=CC=CC=1, predict the reaction product. The product is: [NH2:26][C:23]1[CH:24]=[CH:25][C:20]([S:17]([CH2:16][CH2:15][O:14][CH2:13][CH2:12][O:11][CH2:10][CH2:9][OH:8])(=[O:18])=[O:19])=[C:21]([O:29][CH3:30])[CH:22]=1. (4) Given the reactants [C:1]([O:5][C:6]([N:8]([CH3:48])[C@H:9]([C:13]([NH:15][C@H:16]([C:20]([N:22]([C@@H:24]([C@@H:44]([CH3:47])[CH2:45][CH3:46])[C@H:25]([O:42][CH3:43])[CH2:26][C:27]([N:29]1[CH2:33][CH2:32][CH2:31][C@H:30]1[C@H:34]([O:40][CH3:41])[C@H:35]([C:37](O)=[O:38])[CH3:36])=[O:28])[CH3:23])=[O:21])[CH:17]([CH3:19])[CH3:18])=[O:14])[CH:10]([CH3:12])[CH3:11])=[O:7])([CH3:4])([CH3:3])[CH3:2].FC(F)(F)C(O)=O.[C:56]1([CH2:62][C@H:63]([C:65]2[O:66][C:67]([C:70]3[CH:75]=[CH:74][CH:73]=[CH:72][CH:71]=3)=[N:68][N:69]=2)[NH2:64])[CH:61]=[CH:60][CH:59]=[CH:58][CH:57]=1, predict the reaction product. The product is: [C:1]([O:5][C:6]([N:8]([CH3:48])[C@H:9]([C:13]([NH:15][C@H:16]([C:20]([N:22]([C@@H:24]([C@@H:44]([CH3:47])[CH2:45][CH3:46])[C@H:25]([O:42][CH3:43])[CH2:26][C:27]([N:29]1[CH2:33][CH2:32][CH2:31][C@H:30]1[C@H:34]([O:40][CH3:41])[C@@H:35]([CH3:36])[C:37](=[O:38])[NH:64][C@@H:63]([C:65]1[O:66][C:67]([C:70]2[CH:75]=[CH:74][CH:73]=[CH:72][CH:71]=2)=[N:68][N:69]=1)[CH2:62][C:56]1[CH:57]=[CH:58][CH:59]=[CH:60][CH:61]=1)=[O:28])[CH3:23])=[O:21])[CH:17]([CH3:19])[CH3:18])=[O:14])[CH:10]([CH3:11])[CH3:12])=[O:7])([CH3:2])([CH3:4])[CH3:3]. (5) The product is: [CH3:31][CH:25]([CH2:24][C:21]1[CH:20]=[CH:19][C:18]([C:14]2[CH:15]=[CH:16][CH:17]=[C:12]([CH2:11][N:9]([CH3:10])[C:1]([C:2]3[CH:7]=[CH:6][CH:5]=[CH:4][CH:3]=3)=[O:8])[CH:13]=2)=[CH:23][CH:22]=1)[C:26]([OH:28])=[O:27]. Given the reactants [C:1]([N:9]([CH2:11][C:12]1[CH:13]=[C:14]([C:18]2[CH:23]=[CH:22][C:21]([CH2:24][CH:25]([CH3:31])[C:26]([O:28]CC)=[O:27])=[CH:20][CH:19]=2)[CH:15]=[CH:16][CH:17]=1)[CH3:10])(=[O:8])[C:2]1[CH:7]=[CH:6][CH:5]=[CH:4][CH:3]=1.[OH-].[Na+].C1COCC1.Cl, predict the reaction product. (6) Given the reactants [Cl:1][C:2]1[CH:7]=[C:6]([C:8]([OH:10])=[O:9])[CH:5]=[CH:4][N:3]=1.[C:11](=O)(O)[O-].[Na+], predict the reaction product. The product is: [CH3:11][O:9][C:8]([C:6]1[CH:5]=[CH:4][N:3]=[C:2]([Cl:1])[CH:7]=1)=[O:10]. (7) The product is: [F:56][CH:9]([F:8])[C:10]1[CH:15]=[CH:14][N:13]=[C:12]([NH:16][C:17]2[N:22]=[C:21]([C:23]3[CH:24]=[N:25][C:26]([C@@:29]([C@H:32]4[CH2:33][CH2:34][C@H:35]([C:38]([O:40][C@H:41]5[CH2:46][CH2:45][C@@H:44]([NH2:47])[CH2:43][CH2:42]5)=[O:39])[CH2:36][CH2:37]4)([OH:31])[CH3:30])=[CH:27][CH:28]=3)[CH:20]=[C:19]([CH3:55])[CH:18]=2)[CH:11]=1. Given the reactants C(O)(C(F)(F)F)=O.[F:8][CH:9]([F:56])[C:10]1[CH:15]=[CH:14][N:13]=[C:12]([NH:16][C:17]2[N:22]=[C:21]([C:23]3[CH:24]=[N:25][C:26]([C@@:29]([C@H:32]4[CH2:37][CH2:36][C@H:35]([C:38]([O:40][C@H:41]5[CH2:46][CH2:45][C@@H:44]([NH:47]C(OC(C)(C)C)=O)[CH2:43][CH2:42]5)=[O:39])[CH2:34][CH2:33]4)([OH:31])[CH3:30])=[CH:27][CH:28]=3)[CH:20]=[C:19]([CH3:55])[CH:18]=2)[CH:11]=1, predict the reaction product.